From a dataset of Full USPTO retrosynthesis dataset with 1.9M reactions from patents (1976-2016). Predict the reactants needed to synthesize the given product. (1) The reactants are: [F:1][C:2]1[CH:3]=[C:4]([CH:9]=[CH:10][C:11]=1[C:12]1[C:16]2=[N:17][CH:18]=[CH:19][CH:20]=[C:15]2[NH:14][N:13]=1)[C:5]([O:7][CH3:8])=[O:6].[Br:21][C:22]1[CH:30]=[C:29]([CH3:31])[C:25]([C:26](Cl)=[O:27])=[C:24]([Cl:32])[CH:23]=1.CC(=O)OCC. Given the product [Br:21][C:22]1[CH:30]=[C:29]([CH3:31])[C:25]([C:26]([N:14]2[C:15]3[C:16](=[N:17][CH:18]=[CH:19][CH:20]=3)[C:12]([C:11]3[CH:10]=[CH:9][C:4]([C:5]([O:7][CH3:8])=[O:6])=[CH:3][C:2]=3[F:1])=[N:13]2)=[O:27])=[C:24]([Cl:32])[CH:23]=1, predict the reactants needed to synthesize it. (2) Given the product [CH3:18][C:19]1[C:27]2[C:22](=[CH:23][C:24]([C:2]3[C:6]4[O:7][C:8]([N:12]5[CH2:17][CH2:16][O:15][CH2:14][CH2:13]5)=[CH:9][C:10](=[O:11])[C:5]=4[S:4][CH:3]=3)=[CH:25][CH:26]=2)[NH:21][N:20]=1, predict the reactants needed to synthesize it. The reactants are: Br[C:2]1[C:6]2[O:7][C:8]([N:12]3[CH2:17][CH2:16][O:15][CH2:14][CH2:13]3)=[CH:9][C:10](=[O:11])[C:5]=2[S:4][CH:3]=1.[CH3:18][C:19]1[C:27]2[C:22](=[CH:23][C:24](B(O)O)=[CH:25][CH:26]=2)[NH:21][N:20]=1.C([O-])([O-])=O.[Na+].[Na+]. (3) Given the product [Br:1][C:2]1[CH:11]=[CH:10][C:5]([C:6]([O:8][CH3:9])=[O:7])=[CH:4][C:3]=1[CH2:12][Br:20], predict the reactants needed to synthesize it. The reactants are: [Br:1][C:2]1[CH:11]=[CH:10][C:5]([C:6]([O:8][CH3:9])=[O:7])=[CH:4][C:3]=1[CH3:12].C1C(=O)N([Br:20])C(=O)C1. (4) Given the product [CH3:12][O:13][CH2:14][O:6][C:5]1[CH:7]=[CH:8][CH:9]=[CH:10][C:4]=1[CH:3]=[O:11], predict the reactants needed to synthesize it. The reactants are: [H-].[Na+].[CH:3](=[O:11])[C:4]1[C:5](=[CH:7][CH:8]=[CH:9][CH:10]=1)[OH:6].[CH3:12][O:13][CH2:14]Cl.O. (5) Given the product [CH3:17][C:14]1[CH:15]=[CH:16][C:10]2[N+:9]([O-:18])=[N:8][C:7]([CH2:4][CH2:5][OH:23])=[N:12][C:11]=2[CH:13]=1, predict the reactants needed to synthesize it. The reactants are: O=[O+][O-].[CH2:4]([C:7]1[N:8]=[N+:9]([O-:18])[C:10]2[CH:16]=[CH:15][C:14]([CH3:17])=[CH:13][C:11]=2[N:12]=1)[CH:5]=C.[BH4-].[Na+].CC(O)=[O:23]. (6) Given the product [C:1]([C:5]1[CH:10]=[CH:9][C:8]([S:11]([N:14]([C:15]2[CH:20]=[CH:19][CH:18]=[C:17]([N:21]([CH3:22])[CH3:23])[CH:16]=2)[CH2:24][C:25]([N:30]([CH2:28][CH3:29])[CH2:31][C:32]2[CH:33]=[N:34][CH:35]=[CH:36][CH:37]=2)=[O:27])(=[O:13])=[O:12])=[CH:7][CH:6]=1)([CH3:2])([CH3:3])[CH3:4], predict the reactants needed to synthesize it. The reactants are: [C:1]([C:5]1[CH:10]=[CH:9][C:8]([S:11]([N:14]([CH2:24][C:25]([OH:27])=O)[C:15]2[CH:20]=[CH:19][CH:18]=[C:17]([N:21]([CH3:23])[CH3:22])[CH:16]=2)(=[O:13])=[O:12])=[CH:7][CH:6]=1)([CH3:4])([CH3:3])[CH3:2].[CH2:28]([NH:30][CH2:31][C:32]1[CH:33]=[N:34][CH:35]=[CH:36][CH:37]=1)[CH3:29]. (7) Given the product [CH3:1][O:2][C:3](=[O:30])[C@:4]([CH2:26][CH2:27][CH2:28][CH3:29])([CH2:19][C:20]1[CH:25]=[CH:24][CH:23]=[CH:22][CH:21]=1)[NH2:5], predict the reactants needed to synthesize it. The reactants are: [CH3:1][O:2][C:3](=[O:30])[C@:4]([CH2:26][CH2:27][CH2:28][CH3:29])([CH2:19][C:20]1[CH:25]=[CH:24][CH:23]=[CH:22][CH:21]=1)[N:5]=C(C1C=CC=CC=1)C1C=CC=CC=1.Cl.